This data is from Reaction yield outcomes from USPTO patents with 853,638 reactions. The task is: Predict the reaction yield, written as a fraction of the theoretical maximum amount of product (1.0 means a 100% yield; for example, 0.34 means a 34% yield). (1) The reactants are C([O:3][C:4]([C:6]1[C:7]([CH:19]([F:21])[F:20])=[N:8][N:9]([C:15]([CH3:18])([CH3:17])[CH3:16])[C:10]=1[C:11]([F:14])([F:13])[F:12])=[O:5])C.[OH-].[Na+]. The catalyst is C(O)C. The product is [C:15]([N:9]1[C:10]([C:11]([F:14])([F:13])[F:12])=[C:6]([C:4]([OH:5])=[O:3])[C:7]([CH:19]([F:21])[F:20])=[N:8]1)([CH3:18])([CH3:16])[CH3:17]. The yield is 0.940. (2) The reactants are [Si:1]([O:8][CH2:9][CH2:10][C@H:11]1[CH2:22][CH2:21][C:20]2[S:19][C:18]3[N:17]=[CH:16][N:15]=[C:14](Cl)[C:13]=3[C:12]1=2)([C:4]([CH3:7])([CH3:6])[CH3:5])([CH3:3])[CH3:2].[H-].[Na+].[N:26]1([C@H:32]2[CH2:37][CH2:36][C@H:35]([OH:38])[CH2:34][CH2:33]2)[CH2:31][CH2:30][O:29][CH2:28][CH2:27]1. The catalyst is C1COCC1. The product is [Si:1]([O:8][CH2:9][CH2:10][C@H:11]1[CH2:22][CH2:21][C:20]2[S:19][C:18]3[C:13](=[C:14]([O:38][CH:35]4[CH2:34][CH2:33][CH:32]([N:26]5[CH2:31][CH2:30][O:29][CH2:28][CH2:27]5)[CH2:37][CH2:36]4)[N:15]=[CH:16][N:17]=3)[C:12]1=2)([C:4]([CH3:7])([CH3:6])[CH3:5])([CH3:3])[CH3:2]. The yield is 0.900. (3) The reactants are [CH2:1]([O:8][C:9]1[CH:10]=[C:11]([OH:15])[CH:12]=[CH:13][CH:14]=1)[C:2]1[CH:7]=[CH:6][CH:5]=[CH:4][CH:3]=1.[C:29]1(P([C:29]2[CH:34]=[CH:33][CH:32]=[CH:31][CH:30]=2)[C:29]2[CH:34]=[CH:33][CH:32]=[CH:31][CH:30]=2)[CH:34]=[CH:33][CH:32]=[CH:31][CH:30]=1.N(C(OC(C)(C)C)=O)=NC(OC(C)(C)C)=O.[C:51]([O:55][C:56]([N:58]1CC[O:60][C:59]1([CH3:64])[CH3:63])=[O:57])([CH3:54])([CH3:53])[CH3:52]. The catalyst is C1COCC1. The product is [C:51]([O:55][C:56]([N:58]1[C@@H:31]([CH2:32][C@@H:33]([O:15][C:11]2[CH:12]=[CH:13][CH:14]=[C:9]([O:8][CH2:1][C:2]3[CH:3]=[CH:4][CH:5]=[CH:6][CH:7]=3)[CH:10]=2)[CH2:34][CH3:29])[CH2:30][O:60][C:59]1([CH3:64])[CH3:63])=[O:57])([CH3:54])([CH3:52])[CH3:53]. The yield is 0.340.